Predict the product of the given reaction. From a dataset of Forward reaction prediction with 1.9M reactions from USPTO patents (1976-2016). (1) Given the reactants C[O:2][C:3]([C:5]1[C:6]([C:20]([F:23])([F:22])[F:21])=[N:7][C:8]([NH:11][C:12]2[CH:17]=[CH:16][CH:15]=[C:14]([C:18]#[N:19])[CH:13]=2)=[N:9][CH:10]=1)=[O:4].O.[OH-].[Li+], predict the reaction product. The product is: [C:18]([C:14]1[CH:13]=[C:12]([NH:11][C:8]2[N:7]=[C:6]([C:20]([F:21])([F:22])[F:23])[C:5]([C:3]([OH:4])=[O:2])=[CH:10][N:9]=2)[CH:17]=[CH:16][CH:15]=1)#[N:19]. (2) Given the reactants ClC1C=CC=C(Cl)C=1C([NH:6][C:7]1[CH:8]=[N:9][C:10]([NH:13][C:14]2[CH:19]=[CH:18][C:17]([C:20]([N:22]3[CH2:27][CH2:26][N:25]([CH3:28])[CH2:24][CH2:23]3)=[O:21])=[CH:16][CH:15]=2)=[N:11][CH:12]=1)=O.[C:34]([O:37][C:38]1[CH:43]=[CH:42][CH:41]=[C:40]([C:44](Cl)=[O:45])[C:39]=1[CH3:47])(=[O:36])[CH3:35], predict the reaction product. The product is: [CH3:47][C:39]1[C:38]([O:37][C:34](=[O:36])[CH3:35])=[CH:43][CH:42]=[CH:41][C:40]=1[C:44]([NH:6][C:7]1[CH:12]=[N:11][C:10]([NH:13][C:14]2[CH:19]=[CH:18][C:17]([C:20]([N:22]3[CH2:27][CH2:26][N:25]([CH3:28])[CH2:24][CH2:23]3)=[O:21])=[CH:16][CH:15]=2)=[N:9][CH:8]=1)=[O:45]. (3) Given the reactants [NH2:1][C:2]1[N:3]=[CH:4][C:5]([C:8]2[C:9]([F:19])=[C:10]([OH:18])[C:11]([CH:14]3[CH2:17][CH2:16][CH2:15]3)=[CH:12][CH:13]=2)=[N:6][CH:7]=1.Cl[C:21]1[N:26]=[C:25]([C:27]2[CH:32]=[CH:31][CH:30]=[CH:29][CH:28]=2)[CH:24]=[CH:23][N:22]=1, predict the reaction product. The product is: [CH:14]1([C:11]2[CH:12]=[CH:13][C:8]([C:5]3[N:6]=[CH:7][C:2]([NH2:1])=[N:3][CH:4]=3)=[C:9]([F:19])[C:10]=2[O:18][C:21]2[N:26]=[C:25]([C:27]3[CH:32]=[CH:31][CH:30]=[CH:29][CH:28]=3)[CH:24]=[CH:23][N:22]=2)[CH2:15][CH2:16][CH2:17]1.